This data is from Reaction yield outcomes from USPTO patents with 853,638 reactions. The task is: Predict the reaction yield, written as a fraction of the theoretical maximum amount of product (1.0 means a 100% yield; for example, 0.34 means a 34% yield). (1) The reactants are [CH2:1]([C:5]1[N:6]=[C:7]([CH3:27])[NH:8][C:9](=[O:26])[C:10]=1[CH2:11][C:12]1[CH:17]=[CH:16][C:15]([C:18]2[C:19]([C:24]#[N:25])=[CH:20][CH:21]=[CH:22][CH:23]=2)=[CH:14][CH:13]=1)[CH2:2][CH2:3][CH3:4].[H-].[Na+].Br[CH2:31][CH2:32][C:33]1[CH:38]=[CH:37][CH:36]=[C:35]([F:39])[CH:34]=1.[Cl-].O[NH3+:42].[C:43](=[O:46])([O-])[OH:44].[Na+]. The catalyst is C(OCC)(=O)C.CS(C)=O.CN(C)C=O. The product is [CH2:1]([C:5]1[N:6]=[C:7]([CH3:27])[N:8]([CH2:31][CH2:32][C:33]2[CH:38]=[CH:37][CH:36]=[C:35]([F:39])[CH:34]=2)[C:9](=[O:26])[C:10]=1[CH2:11][C:12]1[CH:17]=[CH:16][C:15]([C:18]2[CH:23]=[CH:22][CH:21]=[CH:20][C:19]=2[C:24]2[NH:42][C:43](=[O:46])[O:44][N:25]=2)=[CH:14][CH:13]=1)[CH2:2][CH2:3][CH3:4]. The yield is 0.100. (2) The reactants are [CH3:1][O:2][C:3]1[CH:4]=[C:5]([CH:8]=[CH:9][C:10]=1[N+:11]([O-:13])=[O:12])[CH2:6]Br.C(N(CC)CC)C.[CH2:21]([NH2:28])[C:22]1[CH:27]=[CH:26][CH:25]=[CH:24][CH:23]=1. The catalyst is C1COCC1. The product is [CH2:21]([NH:28][CH2:6][C:5]1[CH:8]=[CH:9][C:10]([N+:11]([O-:13])=[O:12])=[C:3]([O:2][CH3:1])[CH:4]=1)[C:22]1[CH:27]=[CH:26][CH:25]=[CH:24][CH:23]=1. The yield is 0.730. (3) The reactants are [C:1]([O:5][C:6]([N:8]1[CH2:13][CH2:12][CH:11]([C:14]([O:16][CH2:17][C:18]2[CH:23]=[CH:22][CH:21]=[CH:20][CH:19]=2)=[O:15])[CH2:10][CH2:9]1)=[O:7])([CH3:4])([CH3:3])[CH3:2].C[Si]([N-][Si](C)(C)C)(C)C.[K+].[C:34](=[O:36])=[O:35].Cl.Br[CH:39]([C:50]1[CH:55]=[CH:54][C:53]([O:56][CH3:57])=[CH:52][CH:51]=1)[C:40]([C:42]1[CH:47]=[CH:46][C:45]([O:48][CH3:49])=[CH:44][CH:43]=1)=[O:41].C(=O)([O-])[O-].[Cs+].[Cs+]. The catalyst is O1CCCC1.O.CN(C)C=O. The product is [CH3:57][O:56][C:53]1[CH:52]=[CH:51][C:50]([CH:39]([O:35][C:34]([C:11]2([C:14]([O:16][CH2:17][C:18]3[CH:23]=[CH:22][CH:21]=[CH:20][CH:19]=3)=[O:15])[CH2:12][CH2:13][N:8]([C:6]([O:5][C:1]([CH3:4])([CH3:2])[CH3:3])=[O:7])[CH2:9][CH2:10]2)=[O:36])[C:40]([C:42]2[CH:43]=[CH:44][C:45]([O:48][CH3:49])=[CH:46][CH:47]=2)=[O:41])=[CH:55][CH:54]=1. The yield is 0.620.